This data is from Reaction yield outcomes from USPTO patents with 853,638 reactions. The task is: Predict the reaction yield, written as a fraction of the theoretical maximum amount of product (1.0 means a 100% yield; for example, 0.34 means a 34% yield). (1) The yield is 0.610. No catalyst specified. The reactants are Cl[C:2]1[CH:7]=[CH:6][N:5]=[C:4]2[CH:8]=[C:9]([C:11]3[N:12]=[CH:13][N:14]([CH2:16][CH2:17][N:18]4[CH2:22][CH2:21][CH2:20][CH2:19]4)[CH:15]=3)[S:10][C:3]=12.[F:23][C:24]1[CH:47]=[C:46]([N+:48]([O-:50])=[O:49])[CH:45]=[CH:44][C:25]=1[O:26]C1C=CN=C2C=C(C3N=CN(C(C)C)C=3)SC=12. The product is [F:23][C:24]1[CH:47]=[C:46]([N+:48]([O-:50])=[O:49])[CH:45]=[CH:44][C:25]=1[O:26][C:2]1[CH:7]=[CH:6][N:5]=[C:4]2[CH:8]=[C:9]([C:11]3[N:12]=[CH:13][N:14]([CH2:16][CH2:17][N:18]4[CH2:22][CH2:21][CH2:20][CH2:19]4)[CH:15]=3)[S:10][C:3]=12. (2) The reactants are N1C2C(=CC=C3C=2N=CC=C3)C=CC=1.C([O-])([O-])=O.[Cs+].[Cs+].I[C:22]1[CH:27]=[CH:26][C:25]([O:28][CH3:29])=[CH:24][CH:23]=1.[N:30]1[CH:35]=[CH:34][CH:33]=[CH:32][C:31]=1[CH2:36][OH:37]. The catalyst is [Cu]I.C1(C)C=CC=CC=1. The product is [CH3:29][O:28][C:25]1[CH:26]=[CH:27][C:22]([O:37][CH2:36][C:31]2[CH:32]=[CH:33][CH:34]=[CH:35][N:30]=2)=[CH:23][CH:24]=1. The yield is 0.560. (3) The reactants are [Cl:1][C:2]1[C:3]([NH:15][CH:16]2[CH2:33][CH2:32][C:19]3([CH2:24][CH2:23][N:22](C(OC(C)(C)C)=O)[CH2:21][CH2:20]3)[CH2:18][CH2:17]2)=[N:4][C:5]([NH:8][C:9]2[CH:10]=[N:11][N:12]([CH3:14])[CH:13]=2)=[N:6][CH:7]=1.Cl.CCOC(C)=O. The catalyst is ClCCl. The product is [Cl:1][C:2]1[C:3]([NH:15][CH:16]2[CH2:33][CH2:32][C:19]3([CH2:24][CH2:23][NH:22][CH2:21][CH2:20]3)[CH2:18][CH2:17]2)=[N:4][C:5]([NH:8][C:9]2[CH:10]=[N:11][N:12]([CH3:14])[CH:13]=2)=[N:6][CH:7]=1. The yield is 0.786. (4) The reactants are [Br:1][C:2]1[CH:7]=[C:6]([Cl:8])[C:5]([S:9](Cl)(=[O:11])=[O:10])=[C:4]([Cl:13])[CH:3]=1.[NH2:14][C:15]1[CH:16]=[N:17][N:18]([CH3:21])[C:19]=1[CH3:20]. The catalyst is N1C=CC=CC=1. The product is [Br:1][C:2]1[CH:7]=[C:6]([Cl:8])[C:5]([S:9]([NH:14][C:15]2[CH:16]=[N:17][N:18]([CH3:21])[C:19]=2[CH3:20])(=[O:11])=[O:10])=[C:4]([Cl:13])[CH:3]=1. The yield is 0.640. (5) The reactants are [CH3:1][C:2]1[N:3]=[C:4]([NH2:7])[S:5][CH:6]=1.Cl[C:9]1[CH:14]=[C:13]([S:15][C:16]2[CH:21]=[CH:20][CH:19]=[CH:18][C:17]=2[CH3:22])[CH:12]=[CH:11][N:10]=1.P([O-])([O-])([O-])=O.[K+].[K+].[K+]. The catalyst is C1C=CC(/C=C/C(/C=C/C2C=CC=CC=2)=O)=CC=1.C1C=CC(/C=C/C(/C=C/C2C=CC=CC=2)=O)=CC=1.C1C=CC(/C=C/C(/C=C/C2C=CC=CC=2)=O)=CC=1.[Pd].[Pd].C1(P(C2C=CC=CC=2)C2C3OC4C(=CC=CC=4P(C4C=CC=CC=4)C4C=CC=CC=4)C(C)(C)C=3C=CC=2)C=CC=CC=1. The product is [CH3:1][C:2]1[N:3]=[C:4]([NH:7][C:11]2[CH:12]=[C:13]([S:15][C:16]3[CH:21]=[CH:20][CH:19]=[CH:18][C:17]=3[CH3:22])[CH:14]=[CH:9][N:10]=2)[S:5][CH:6]=1. The yield is 0.500.